Dataset: Full USPTO retrosynthesis dataset with 1.9M reactions from patents (1976-2016). Task: Predict the reactants needed to synthesize the given product. (1) Given the product [F:30][C:2]([F:1])([CH2:3][N:4]1[C:8]([C:9]2[CH:10]=[CH:11][C:12]([F:15])=[CH:13][CH:14]=2)=[C:7]([C:16]2[CH:17]=[CH:18][C:19]3[O:24][CH2:23][C:22](=[O:25])[NH:21][C:20]=3[CH:26]=2)[C:6]([CH3:27])=[N:5]1)[CH2:28][O:29][C:31](=[O:37])[CH2:32][CH2:33][C:34]([OH:36])=[O:35], predict the reactants needed to synthesize it. The reactants are: [F:1][C:2]([F:30])([CH2:28][OH:29])[CH2:3][N:4]1[C:8]([C:9]2[CH:14]=[CH:13][C:12]([F:15])=[CH:11][CH:10]=2)=[C:7]([C:16]2[CH:17]=[CH:18][C:19]3[O:24][CH2:23][C:22](=[O:25])[NH:21][C:20]=3[CH:26]=2)[C:6]([CH3:27])=[N:5]1.[C:31]1(=[O:37])[O:36][C:34](=[O:35])[CH2:33][CH2:32]1. (2) Given the product [N:11]1([CH2:10][C:2]2[N:3]([CH2:39][CH2:40][CH2:41][NH2:43])[C:4]3[CH:9]=[CH:8][CH:7]=[CH:6][C:5]=3[N:1]=2)[C@@H:24]2[C@@H:15]([CH2:16][CH2:17][C:18]3[C:23]2=[N:22][CH:21]=[CH:20][CH:19]=3)[CH2:14][CH2:13][CH2:12]1, predict the reactants needed to synthesize it. The reactants are: [NH:1]1[C:5]2[CH:6]=[CH:7][CH:8]=[CH:9][C:4]=2[N:3]=[C:2]1[CH2:10][N:11]1[C@@H:24]2[C@@H:15]([CH2:16][CH2:17][C:18]3[C:23]2=[N:22][CH:21]=[CH:20][CH:19]=3)[CH2:14][CH2:13][CH2:12]1.C(N(C(C)C)CC)(C)C.BrCCCC1C=CC=[C:40]2[C:41]([NH:43]C(=O)[C:39]=12)=O.[I-].[K+]. (3) Given the product [CH2:57]([O:56][C:47]1([C:49]2[CH:54]=[CH:53][CH:52]=[CH:51][C:50]=2[CH3:55])[CH2:48][N:45]([C:43](=[O:44])[C@H:42]([NH:41][C:38](=[O:40])[CH2:31][CH2:32][C:33]2[N:37]=[CH:36][NH:35][CH:34]=2)[CH2:61][C:62]2[CH:67]=[CH:66][C:65]([O:68][CH3:69])=[CH:64][CH:63]=2)[CH2:46]1)[C:58]#[C:59][CH3:60], predict the reactants needed to synthesize it. The reactants are: CN(C(ON1N=NC2C=CC=CC1=2)=[N+](C)C)C.[B-](F)(F)(F)F.C(N(CC)CC)C.Cl.[CH2:31]([C:38]([OH:40])=O)[CH2:32][C:33]1[N:37]=[CH:36][NH:35][CH:34]=1.[NH2:41][C@H:42]([CH2:61][C:62]1[CH:67]=[CH:66][C:65]([O:68][CH3:69])=[CH:64][CH:63]=1)[C:43]([N:45]1[CH2:48][C:47]([O:56][CH2:57][C:58]#[C:59][CH3:60])([C:49]2[CH:54]=[CH:53][CH:52]=[CH:51][C:50]=2[CH3:55])[CH2:46]1)=[O:44].[OH-].[Na+]. (4) The reactants are: [Cl:1][C:2]1[CH:7]=[CH:6][C:5]([C:8]2([OH:33])[CH2:13][CH2:12][N:11]([C:14]3[C:15]4[N:16]([N:20]=[C:21]([NH:23][C:24]5[CH:32]=[CH:31][C:27]([C:28](O)=[O:29])=[CH:26][CH:25]=5)[N:22]=4)[CH:17]=[CH:18][CH:19]=3)[CH2:10][CH2:9]2)=[CH:4][CH:3]=1.Cl.[NH:35]1[CH2:38][CH:37](CNC(=O)OC(C)(C)C)[CH2:36]1.[CH3:48][N:49](C(ON1N=NC2C=CC=NC1=2)=[N+](C)C)C.F[P-](F)(F)(F)(F)F.C(N(CC)C(C)C)(C)C.FC(F)(F)C(O)=O. Given the product [Cl:1][C:2]1[CH:3]=[CH:4][C:5]([C:8]2([OH:33])[CH2:9][CH2:10][N:11]([C:14]3[C:15]4[N:16]([N:20]=[C:21]([NH:23][C:24]5[CH:32]=[CH:31][C:27]([C:28]([N:35]6[CH2:36][CH:37]([NH:49][CH3:48])[CH2:38]6)=[O:29])=[CH:26][CH:25]=5)[N:22]=4)[CH:17]=[CH:18][CH:19]=3)[CH2:12][CH2:13]2)=[CH:6][CH:7]=1, predict the reactants needed to synthesize it. (5) Given the product [CH2:1]([N:3]1[C:4]([CH2:10][OH:11])=[CH:5][CH:6]=[CH:7][C:8]1=[O:9])[CH3:2], predict the reactants needed to synthesize it. The reactants are: [CH2:1]([N:3]1[C:8](=[O:9])[CH:7]=[CH:6][CH:5]=[C:4]1[C:10](OCC)=[O:11])[CH3:2].[Cl-].[Ca+2].[Cl-].[BH4-].[Na+]. (6) Given the product [NH2:26][C:16]1[C:15]([NH:14][C:8]2[CH:9]=[CH:10][C:11]([I:13])=[CH:12][C:7]=2[F:6])=[C:20]([CH3:21])[C:19](=[O:22])[N:18]2[CH2:23][CH2:24][O:25][C:17]=12, predict the reactants needed to synthesize it. The reactants are: Cl.Cl[Sn]Cl.O.[F:6][C:7]1[CH:12]=[C:11]([I:13])[CH:10]=[CH:9][C:8]=1[NH:14][C:15]1[C:16]([N+:26]([O-])=O)=[C:17]2[O:25][CH2:24][CH2:23][N:18]2[C:19](=[O:22])[C:20]=1[CH3:21].C(=O)(O)[O-]. (7) Given the product [CH3:21][O:22][C:23]1[CH:28]=[CH:27][C:26]([C:2]2[N:3]=[CH:4][C:5]3[CH:6]=[CH:7][C:8]4[C:17]5[C:16](=[O:18])[NH:15][CH2:14][CH2:13][CH2:12][C:11]=5[NH:10][C:9]=4[C:19]=3[CH:20]=2)=[CH:25][CH:24]=1, predict the reactants needed to synthesize it. The reactants are: Cl[C:2]1[N:3]=[CH:4][C:5]2[CH:6]=[CH:7][C:8]3[C:17]4[C:16](=[O:18])[NH:15][CH2:14][CH2:13][CH2:12][C:11]=4[NH:10][C:9]=3[C:19]=2[CH:20]=1.[CH3:21][O:22][C:23]1[CH:28]=[CH:27][C:26](B(O)O)=[CH:25][CH:24]=1.[OH-].[Na+].C1C=CC(P(C2C=CC=CC=2)C2C=CC=CC=2)=CC=1. (8) Given the product [Br:1][C:2]1[CH:7]=[C:6]([CH3:8])[C:5]([O:9][CH2:17][C:18]2[CH:23]=[CH:22][CH:21]=[CH:20][CH:19]=2)=[C:4]([CH3:10])[CH:3]=1, predict the reactants needed to synthesize it. The reactants are: [Br:1][C:2]1[CH:7]=[C:6]([CH3:8])[C:5]([OH:9])=[C:4]([CH3:10])[CH:3]=1.C(=O)([O-])[O-].[Cs+].[Cs+].[CH2:17](Br)[C:18]1[CH:23]=[CH:22][CH:21]=[CH:20][CH:19]=1.